From a dataset of NCI-60 drug combinations with 297,098 pairs across 59 cell lines. Regression. Given two drug SMILES strings and cell line genomic features, predict the synergy score measuring deviation from expected non-interaction effect. (1) Drug 1: CS(=O)(=O)C1=CC(=C(C=C1)C(=O)NC2=CC(=C(C=C2)Cl)C3=CC=CC=N3)Cl. Drug 2: CC1=C(C=C(C=C1)C(=O)NC2=CC(=CC(=C2)C(F)(F)F)N3C=C(N=C3)C)NC4=NC=CC(=N4)C5=CN=CC=C5. Cell line: NCI-H522. Synergy scores: CSS=2.24, Synergy_ZIP=-0.579, Synergy_Bliss=-1.09, Synergy_Loewe=-4.97, Synergy_HSA=-4.57. (2) Drug 1: CC1=C(C(=O)C2=C(C1=O)N3CC4C(C3(C2COC(=O)N)OC)N4)N. Drug 2: C(CCl)NC(=O)N(CCCl)N=O. Cell line: IGROV1. Synergy scores: CSS=0.794, Synergy_ZIP=-1.00, Synergy_Bliss=-2.43, Synergy_Loewe=-0.932, Synergy_HSA=-1.69.